Dataset: Full USPTO retrosynthesis dataset with 1.9M reactions from patents (1976-2016). Task: Predict the reactants needed to synthesize the given product. Given the product [F:17][C:12]1[CH:11]=[C:10]([CH2:9][C@H:8]([NH:18][C:19](=[O:34])[CH2:20][N:21]2[C:29]3[CH2:28][CH2:27][CH2:26][CH2:25][C:24]=3[C:23]([C:30]([F:32])([F:33])[F:31])=[N:22]2)[C:3]2[C:2]([C:43]3[CH:42]=[CH:41][CH:40]=[C:39]([S:36]([CH3:35])(=[O:38])=[O:37])[CH:44]=3)=[CH:7][CH:6]=[CH:5][N:4]=2)[CH:15]=[C:14]([F:16])[CH:13]=1, predict the reactants needed to synthesize it. The reactants are: Br[C:2]1[C:3]([C@@H:8]([NH:18][C:19](=[O:34])[CH2:20][N:21]2[C:29]3[CH2:28][CH2:27][CH2:26][CH2:25][C:24]=3[C:23]([C:30]([F:33])([F:32])[F:31])=[N:22]2)[CH2:9][C:10]2[CH:15]=[C:14]([F:16])[CH:13]=[C:12]([F:17])[CH:11]=2)=[N:4][CH:5]=[CH:6][CH:7]=1.[CH3:35][S:36]([C:39]1[CH:40]=[C:41](B(O)O)[CH:42]=[CH:43][CH:44]=1)(=[O:38])=[O:37].C([O-])([O-])=O.[K+].[K+].